This data is from Forward reaction prediction with 1.9M reactions from USPTO patents (1976-2016). The task is: Predict the product of the given reaction. (1) Given the reactants [C:1]([N:4]1[CH2:9][CH2:8][C:7](=[O:10])[CH2:6][CH2:5]1)(=[O:3])[CH3:2].[Si](OS(C(F)(F)F)(=O)=O)(C)(C)C.[CH:23](O)([C:30]1[CH:35]=[CH:34][CH:33]=[CH:32][CH:31]=1)[C:24]1[CH:29]=[CH:28][CH:27]=[CH:26][CH:25]=1.C([O-])(=O)C.[Na+], predict the reaction product. The product is: [C:1]([N:4]1[CH2:9][CH2:8][C:7](=[O:10])[CH:6]([CH:23]([C:24]2[CH:29]=[CH:28][CH:27]=[CH:26][CH:25]=2)[C:30]2[CH:35]=[CH:34][CH:33]=[CH:32][CH:31]=2)[CH2:5]1)(=[O:3])[CH3:2]. (2) Given the reactants N1C=CC=CC=1CN.Cl.[S:10]1[CH:14]=[CH:13][N:12]=[C:11]1[CH2:15][NH2:16].[F:17][C:18]1[CH:47]=[CH:46][C:21]([CH2:22][N:23]2[CH2:27][CH2:26][N:25]([C:28]3[CH:32]=[C:31]([C:33](O)=[O:34])[N:30](CC4C=CC(OC)=CC=4)[N:29]=3)[C:24]2=[O:45])=[CH:20][CH:19]=1, predict the reaction product. The product is: [F:17][C:18]1[CH:47]=[CH:46][C:21]([CH2:22][N:23]2[CH2:27][CH2:26][N:25]([C:28]3[CH:32]=[C:31]([C:33]([NH:16][CH2:15][C:11]4[S:10][CH:14]=[CH:13][N:12]=4)=[O:34])[NH:30][N:29]=3)[C:24]2=[O:45])=[CH:20][CH:19]=1. (3) Given the reactants [Cl:1][C:2]1[CH:7]=[CH:6][C:5]([N:8]2[CH:16]=[C:15]3[C:10]([CH:11]=[C:12]([NH2:17])[CH:13]=[CH:14]3)=[N:9]2)=[CH:4][CH:3]=1.[C:18](Cl)(=[O:22])[CH:19]([CH3:21])[CH3:20].C(OCC)(=O)C, predict the reaction product. The product is: [Cl:1][C:2]1[CH:3]=[CH:4][C:5]([N:8]2[CH:16]=[C:15]3[C:10]([CH:11]=[C:12]([NH:17][C:18](=[O:22])[CH:19]([CH3:21])[CH3:20])[CH:13]=[CH:14]3)=[N:9]2)=[CH:6][CH:7]=1. (4) Given the reactants [F:1][C:2]1[CH:3]=[C:4]([C:8]2[CH:16]=[CH:15][CH:14]=[C:13]3[C:9]=2/[C:10](=[CH:18]/[C:19]2[NH:20][C:21]([CH3:27])=[CH:22][C:23]=2[C:24](O)=[O:25])/[C:11](=[O:17])[NH:12]3)[CH:5]=[CH:6][CH:7]=1.C(Cl)CCl.C1C=CC2N(O)N=NC=2C=1.[CH:42]1([CH2:45][NH:46][CH2:47][C@@H:48]2[CH2:52][CH2:51][CH2:50][NH:49]2)[CH2:44][CH2:43]1, predict the reaction product. The product is: [CH:42]1([CH2:45][NH:46][CH2:47][C@@H:48]2[CH2:52][CH2:51][CH2:50][N:49]2[C:24]([C:23]2[CH:22]=[C:21]([CH3:27])[NH:20][C:19]=2/[CH:18]=[C:10]2\[C:11](=[O:17])[NH:12][C:13]3[C:9]\2=[C:8]([C:4]2[CH:5]=[CH:6][CH:7]=[C:2]([F:1])[CH:3]=2)[CH:16]=[CH:15][CH:14]=3)=[O:25])[CH2:43][CH2:44]1. (5) Given the reactants [Cl:1][C:2]1[C:3]([NH:11][C:12]([C:14]2[CH:19]=[CH:18][N:17]=[CH:16][CH:15]=2)=O)=[C:4]([CH:8]=[CH:9][N:10]=1)[C:5]([NH2:7])=[O:6].C(=O)([O-])[O-].[Cs+].[Cs+], predict the reaction product. The product is: [Cl:1][C:2]1[C:3]2[N:11]=[C:12]([C:14]3[CH:19]=[CH:18][N:17]=[CH:16][CH:15]=3)[NH:7][C:5](=[O:6])[C:4]=2[CH:8]=[CH:9][N:10]=1. (6) Given the reactants [C:1]([C:4]1[CH:5]=[C:6]2[C:10](=[CH:11][CH:12]=1)[NH:9][C:8]1[N:13]([CH3:26])[C:14](=[O:25])[C:15]([C:17]3[CH:22]=[CH:21][C:20]([Cl:23])=[CH:19][C:18]=3[Cl:24])=[CH:16][C:7]2=1)(=[O:3])[CH3:2].C(=O)([O-])[O-].[Cs+].[Cs+].Cl[C:34]([F:39])([F:38])C([O-])=O.[Na+], predict the reaction product. The product is: [C:1]([C:4]1[CH:5]=[C:6]2[C:10](=[CH:11][CH:12]=1)[N:9]([CH:34]([F:39])[F:38])[C:8]1[N:13]([CH3:26])[C:14](=[O:25])[C:15]([C:17]3[CH:22]=[CH:21][C:20]([Cl:23])=[CH:19][C:18]=3[Cl:24])=[CH:16][C:7]2=1)(=[O:3])[CH3:2]. (7) Given the reactants [CH3:1][O:2][C:3]1[CH:8]=[CH:7][C:6]([N:9]2[CH2:14][CH2:13][N:12]([C:15]3[S:16][C:17](/[CH:26]=[CH:27]/[C:28]([O:30][CH3:31])=[O:29])=[C:18]([C:20]4[CH:25]=[CH:24][CH:23]=[CH:22][CH:21]=4)[N:19]=3)[CH2:11][CH2:10]2)=[CH:5][CH:4]=1, predict the reaction product. The product is: [CH3:1][O:2][C:3]1[CH:4]=[CH:5][C:6]([N:9]2[CH2:10][CH2:11][N:12]([C:15]3[S:16][C:17]([CH2:26][CH2:27][C:28]([O:30][CH3:31])=[O:29])=[C:18]([C:20]4[CH:25]=[CH:24][CH:23]=[CH:22][CH:21]=4)[N:19]=3)[CH2:13][CH2:14]2)=[CH:7][CH:8]=1. (8) Given the reactants [N:1]([CH:4]([CH3:26])[CH2:5][N:6]1[C:14]2[CH:13]=[C:12]([O:15]CC3C=CC=CC=3)[CH:11]=[C:10]3[CH2:23][CH2:24][CH2:25][C:8]([C:9]=23)=[N:7]1)=[N+]=[N-].C([O-])=O.[NH4+].C1(N)C(F)=C(F)C(F)=C(N)C=1F.Cl.Cl, predict the reaction product. The product is: [NH2:1][CH:4]([CH3:26])[CH2:5][N:6]1[C:14]2[CH:13]=[C:12]([OH:15])[CH:11]=[C:10]3[C:9]=2[C:8]([CH2:25][CH2:24][CH2:23]3)=[N:7]1. (9) Given the reactants [Cl:1][C:2]1[CH:30]=[CH:29][C:5]2[N:6]([CH3:28])[C:7](=[O:27])[CH2:8][N:9]=[C:10]([C:11]3[CH:16]=[CH:15][C:14]([O:17][CH2:18][C:19]4[CH:24]=[CH:23][C:22]([O:25][CH3:26])=[CH:21][CH:20]=4)=[CH:13][CH:12]=3)[C:4]=2[CH:3]=1.CC(C)([O-])C.[K+].[F:37][C:38]([F:48])([F:47])[C:39]1[CH:46]=[CH:45][C:42]([CH2:43]Br)=[CH:41][CH:40]=1, predict the reaction product. The product is: [Cl:1][C:2]1[CH:30]=[CH:29][C:5]2[N:6]([CH3:28])[C:7](=[O:27])[CH:8]([CH2:43][C:42]3[CH:41]=[CH:40][C:39]([C:38]([F:37])([F:47])[F:48])=[CH:46][CH:45]=3)[N:9]=[C:10]([C:11]3[CH:16]=[CH:15][C:14]([O:17][CH2:18][C:19]4[CH:24]=[CH:23][C:22]([O:25][CH3:26])=[CH:21][CH:20]=4)=[CH:13][CH:12]=3)[C:4]=2[CH:3]=1.